Dataset: hERG Central: cardiac toxicity at 1µM, 10µM, and general inhibition. Task: Predict hERG channel inhibition at various concentrations. (1) The compound is Clc1ccc(C[n+]2cc(-c3ccc(Cl)cc3)n3c2CCC3)cc1.[Cl-]. Results: hERG_inhib (hERG inhibition (general)): blocker. (2) The drug is C=CCN1C(=O)c2ccc(C(=O)N(C)CC(=O)Nc3ccc(Br)cc3C)cc2C1=O. Results: hERG_inhib (hERG inhibition (general)): blocker.